Dataset: Full USPTO retrosynthesis dataset with 1.9M reactions from patents (1976-2016). Task: Predict the reactants needed to synthesize the given product. (1) The reactants are: [Cl:1][C:2]1[CH:7]=[CH:6][C:5]([NH:8][C:9]([NH:11][C@@H:12]([C:17]([N:19]2[CH2:24][CH2:23][CH:22]([N:25]3[CH2:29][C:28]4=[CH:30][N:31]=[C:32]([CH3:33])[N:27]4[C:26]3=[O:34])[CH2:21][CH2:20]2)=[O:18])[CH2:13][CH2:14][S:15][CH3:16])=[O:10])=[CH:4][CH:3]=1.ClC1C=CC=C(C(OO)=[O:43])C=1. Given the product [Cl:1][C:2]1[CH:3]=[CH:4][C:5]([NH:8][C:9]([NH:11][C@@H:12]([C:17]([N:19]2[CH2:24][CH2:23][CH:22]([N:25]3[CH2:29][C:28]4=[CH:30][N:31]=[C:32]([CH3:33])[N:27]4[C:26]3=[O:34])[CH2:21][CH2:20]2)=[O:18])[CH2:13][CH2:14][S:15]([CH3:16])=[O:43])=[O:10])=[CH:6][CH:7]=1, predict the reactants needed to synthesize it. (2) Given the product [Br:35][C:32]1[CH:33]=[CH:34][C:29]([N:12]([C:13]2[CH:18]=[CH:17][C:16]([C:19](=[O:27])[C:20]3[CH:25]=[CH:24][CH:23]=[CH:22][C:21]=3[CH3:26])=[C:15]([Cl:28])[CH:14]=2)[C:11]([O:10][CH2:9][O:8][C:6](=[O:7])[CH2:5][CH2:4][C:3]([O:2][CH2:1][C:40]2[CH:45]=[CH:44][CH:43]=[CH:42][CH:41]=2)=[O:38])=[O:37])=[C:30]([CH3:36])[CH:31]=1, predict the reactants needed to synthesize it. The reactants are: [CH3:1][O:2][C:3](=[O:38])[CH2:4][CH2:5][C:6]([O:8][CH2:9][O:10][C:11](=[O:37])[N:12]([C:29]1[CH:34]=[CH:33][C:32]([Br:35])=[CH:31][C:30]=1[CH3:36])[C:13]1[CH:18]=[CH:17][C:16]([C:19](=[O:27])[C:20]2[CH:25]=[CH:24][CH:23]=[CH:22][C:21]=2[CH3:26])=[C:15]([Cl:28])[CH:14]=1)=[O:7].Br[C:40]1[CH:45]=[CH:44][C:43](N[C:40]2[CH:45]=[CH:44][C:43](C([C:40]3[CH:45]=[CH:44][CH:43]=[CH:42][C:41]=3C)=O)=[C:42](Cl)[CH:41]=2)=[C:42](C)[CH:41]=1.C(OC(=O)CCC(OCOC(Cl)=O)=O)C1C=CC=CC=1. (3) Given the product [OH:2][CH2:1][C:3]1[N:4]([CH3:20])[C:5]([C:14]2[CH:15]=[CH:16][N:17]=[CH:18][CH:19]=2)=[C:6]([C:8]2[CH:9]=[CH:10][CH:11]=[CH:12][CH:13]=2)[N:7]=1, predict the reactants needed to synthesize it. The reactants are: [CH:1]([C:3]1[N:4]([CH3:20])[C:5]([C:14]2[CH:19]=[CH:18][N:17]=[CH:16][CH:15]=2)=[C:6]([C:8]2[CH:13]=[CH:12][CH:11]=[CH:10][CH:9]=2)[N:7]=1)=[O:2].[BH4-].[Na+].